Dataset: Full USPTO retrosynthesis dataset with 1.9M reactions from patents (1976-2016). Task: Predict the reactants needed to synthesize the given product. Given the product [CH3:24][N:25]([CH3:30])[S:26]([C:19]1[NH:20][C:21]2[C:17]([CH:18]=1)=[CH:16][CH:15]=[CH:23][CH:22]=2)(=[O:28])=[O:27], predict the reactants needed to synthesize it. The reactants are: C(N1C=CN=C1)(N1C=CN=C1)=O.N12[CH2:23][CH2:22][CH2:21][N:20]=[C:19]1[CH2:18][CH2:17][CH2:16][CH2:15]C2.[CH3:24][N:25]([CH3:30])[S:26](N)(=[O:28])=[O:27].